Dataset: Full USPTO retrosynthesis dataset with 1.9M reactions from patents (1976-2016). Task: Predict the reactants needed to synthesize the given product. (1) Given the product [CH3:1][O:2][C:3]([C@@H:5]1[C@@H:11]([C:12]2[CH:13]=[CH:14][C:15]([OH:18])=[CH:16][CH:17]=2)[CH2:10][C@H:9]2[N:26]([C:27]([O:29][C:30]([CH3:33])([CH3:32])[CH3:31])=[O:28])[C@@H:6]1[CH2:7][CH2:8]2)=[O:4], predict the reactants needed to synthesize it. The reactants are: [CH3:1][O:2][C:3]([C@@H:5]1[C@@H:11]([C:12]2[CH:17]=[CH:16][C:15]([O:18]CC3C=CC=CC=3)=[CH:14][CH:13]=2)[CH2:10][C@H:9]2[N:26]([C:27]([O:29][C:30]([CH3:33])([CH3:32])[CH3:31])=[O:28])[C@@H:6]1[CH2:7][CH2:8]2)=[O:4]. (2) Given the product [CH3:8][CH:6]1[N:7]([CH3:20])[CH:2]([CH3:1])[CH2:3][N:4]([C:9]2[CH:19]=[CH:18][C:12]([C:13]([O:15][CH2:16][CH3:17])=[O:14])=[CH:11][CH:10]=2)[CH2:5]1, predict the reactants needed to synthesize it. The reactants are: [CH3:1][CH:2]1[NH:7][CH:6]([CH3:8])[CH2:5][N:4]([C:9]2[CH:19]=[CH:18][C:12]([C:13]([O:15][CH2:16][CH3:17])=[O:14])=[CH:11][CH:10]=2)[CH2:3]1.[CH2:20]=O.[BH4-].[Na+]. (3) Given the product [CH2:9]([O:11][C:12]([C:14]1[N:15]([CH3:32])[C:16]([CH2:30][CH3:31])=[C:17]([C:28]#[N:29])[C:18]=1[C:19]1[CH:20]=[CH:21][C:22]([C:25](=[O:27])[NH:52][C:53]2[CH:58]=[CH:57][CH:56]=[CH:55][CH:54]=2)=[CH:23][CH:24]=1)=[O:13])[CH3:10], predict the reactants needed to synthesize it. The reactants are: ClN1C(=O)CCC1=O.[CH2:9]([O:11][C:12]([C:14]1[N:15]([CH3:32])[C:16]([CH2:30][CH3:31])=[C:17]([C:28]#[N:29])[C:18]=1[C:19]1[CH:24]=[CH:23][C:22]([C:25]([OH:27])=O)=[CH:21][CH:20]=1)=[O:13])[CH3:10].C1(P(C2C=CC=CC=2)C2C=CC=CC=2)C=CC=CC=1.[NH2:52][C:53]1[CH:58]=[CH:57][CH:56]=[CH:55][CH:54]=1. (4) Given the product [CH:23]([N:19]1[C:18]([C:12]2[S:13][C:14]3[CH2:15][CH2:16][O:17][C:8]4[CH:7]=[CH:6][C:5]([CH:3]5[CH2:4][N:1]([S:30]([CH2:29][CH2:28][OH:34])(=[O:32])=[O:31])[CH2:2]5)=[CH:26][C:9]=4[C:10]=3[N:11]=2)=[N:22][CH:21]=[N:20]1)([CH3:24])[CH3:25], predict the reactants needed to synthesize it. The reactants are: [NH:1]1[CH2:4][CH:3]([C:5]2[CH:6]=[CH:7][C:8]3[O:17][CH2:16][CH2:15][C:14]4[S:13][C:12]([C:18]5[N:19]([CH:23]([CH3:25])[CH3:24])[N:20]=[CH:21][N:22]=5)=[N:11][C:10]=4[C:9]=3[CH:26]=2)[CH2:2]1.Cl[CH2:28][CH2:29][S:30](Cl)(=[O:32])=[O:31].[OH-:34].[Na+].